The task is: Predict the reaction yield, written as a fraction of the theoretical maximum amount of product (1.0 means a 100% yield; for example, 0.34 means a 34% yield).. This data is from Reaction yield outcomes from USPTO patents with 853,638 reactions. (1) The reactants are [C:1]([N:4]1[CH2:9][CH2:8][N:7]([C:10]2[CH:11]=[CH:12][C:13]([CH2:16][CH2:17][C:18]3[CH:19]=[C:20]([CH2:23][CH2:24][C:25]([O:27]C)=O)[S:21][CH:22]=3)=[N:14][CH:15]=2)[CH2:6][CH2:5]1)(=[O:3])[CH3:2].O.[NH2:30][NH2:31].C(Cl)(Cl)[Cl:33]. The catalyst is CO. The product is [ClH:33].[ClH:33].[ClH:33].[C:1]([N:4]1[CH2:9][CH2:8][N:7]([C:10]2[CH:11]=[CH:12][C:13]([CH2:16][CH2:17][C:18]3[CH:19]=[C:20]([CH2:23][CH2:24][C:25]([NH:30][NH2:31])=[O:27])[S:21][CH:22]=3)=[N:14][CH:15]=2)[CH2:6][CH2:5]1)(=[O:3])[CH3:2]. The yield is 0.758. (2) The reactants are [N:1]1([CH2:6][CH2:7][CH2:8][O:9][C:10]2[CH:15]=[CH:14][C:13]([C:16]3([CH:22]=O)[CH2:21][CH2:20][O:19][CH2:18][CH2:17]3)=[CH:12][CH:11]=2)[CH2:5][CH2:4][CH2:3][CH2:2]1.[CH2:24]1[CH2:29][N:28]([CH:30]2[CH2:35][CH2:34][NH:33][CH2:32][CH2:31]2)[C:26](=[O:27])[CH2:25]1.Cl. The catalyst is CC(C)[O-].[Ti+4].CC(C)[O-].CC(C)[O-].CC(C)[O-].C(O)C. The product is [N:1]1([CH2:6][CH2:7][CH2:8][O:9][C:10]2[CH:11]=[CH:12][C:13]([C:16]3([CH2:22][N:33]4[CH2:34][CH2:35][CH:30]([N:28]5[CH2:29][CH2:24][CH2:25][C:26]5=[O:27])[CH2:31][CH2:32]4)[CH2:17][CH2:18][O:19][CH2:20][CH2:21]3)=[CH:14][CH:15]=2)[CH2:2][CH2:3][CH2:4][CH2:5]1. The yield is 0.220. (3) The reactants are [CH2:1]([O:8][C:9]([NH:11][CH2:12][C:13]1[CH:21]=[CH:20][C:16]([C:17]([OH:19])=O)=[CH:15][CH:14]=1)=[O:10])[C:2]1[CH:7]=[CH:6][CH:5]=[CH:4][CH:3]=1.[NH2:22][C:23]1[CH:28]=[CH:27][N:26]=[CH:25][N:24]=1. The catalyst is S(Cl)(Cl)=O.N1C=CC=CC=1. The product is [CH2:1]([O:8][C:9](=[O:10])[NH:11][CH2:12][C:13]1[CH:14]=[CH:15][C:16]([C:17](=[O:19])[NH:22][C:23]2[CH:28]=[CH:27][N:26]=[CH:25][N:24]=2)=[CH:20][CH:21]=1)[C:2]1[CH:3]=[CH:4][CH:5]=[CH:6][CH:7]=1. The yield is 0.430. (4) The reactants are [CH3:1][C:2]([NH2:6])([CH3:5])[CH2:3][NH2:4].[C:7](Cl)([C:20]1[CH:25]=[CH:24][CH:23]=[CH:22][CH:21]=1)([C:14]1[CH:19]=[CH:18][CH:17]=[CH:16][CH:15]=1)[C:8]1[CH:13]=[CH:12][CH:11]=[CH:10][CH:9]=1.[C:27]([N:35]=[C:36]=[S:37])(=[O:34])[C:28]1[CH:33]=[CH:32][CH:31]=[CH:30][CH:29]=1. No catalyst specified. The product is [CH3:1][C:2]([NH:6][C:36]([NH:35][C:27](=[O:34])[C:28]1[CH:29]=[CH:30][CH:31]=[CH:32][CH:33]=1)=[S:37])([CH3:5])[CH2:3][NH:4][C:7]([C:20]1[CH:25]=[CH:24][CH:23]=[CH:22][CH:21]=1)([C:14]1[CH:19]=[CH:18][CH:17]=[CH:16][CH:15]=1)[C:8]1[CH:13]=[CH:12][CH:11]=[CH:10][CH:9]=1. The yield is 0.440. (5) The reactants are Cl[C:2]1[N:7]=[C:6]([C:8]2[S:12][C:11]([N:13]3[CH2:18][CH2:17][S:16](=[O:20])(=[O:19])[CH2:15][CH2:14]3)=[N:10][C:9]=2[C:21]2[C:22]([F:39])=[C:23]([NH:27][S:28]([C:31]3[C:36]([F:37])=[CH:35][CH:34]=[CH:33][C:32]=3[F:38])(=[O:30])=[O:29])[CH:24]=[CH:25][CH:26]=2)[CH:5]=[CH:4][N:3]=1.[NH3:40]. No catalyst specified. The product is [NH2:40][C:2]1[N:7]=[C:6]([C:8]2[S:12][C:11]([N:13]3[CH2:18][CH2:17][S:16](=[O:20])(=[O:19])[CH2:15][CH2:14]3)=[N:10][C:9]=2[C:21]2[C:22]([F:39])=[C:23]([NH:27][S:28]([C:31]3[C:36]([F:37])=[CH:35][CH:34]=[CH:33][C:32]=3[F:38])(=[O:30])=[O:29])[CH:24]=[CH:25][CH:26]=2)[CH:5]=[CH:4][N:3]=1. The yield is 0.380. (6) The reactants are [N+:1]([C:4]1[CH:5]=[C:6]([C:10]#[N:11])[CH:7]=[CH:8][CH:9]=1)([O-:3])=[O:2].[Cl-].[NH4+].[N-:14]=[N+:15]=[N-:16].[Na+].Cl. The catalyst is CN(C=O)C.O. The product is [N+:1]([C:4]1[CH:5]=[C:6]([C:10]2[N:14]=[N:15][NH:16][N:11]=2)[CH:7]=[CH:8][CH:9]=1)([O-:3])=[O:2]. The yield is 0.720. (7) The reactants are [CH2:1]([O:3][CH:4]([O:19][CH2:20][CH3:21])[C@@H:5]([NH:7][CH2:8][C:9]1[CH:10]=[CH:11][CH:12]=[C:13]2[C:18]=1[N:17]=[CH:16][CH:15]=[CH:14]2)[CH3:6])[CH3:2].[NH:22]([C:35]([O:37][CH2:38][CH:39]1[C:51]2[C:46](=[CH:47][CH:48]=[CH:49][CH:50]=2)[C:45]2[C:40]1=[CH:41][CH:42]=[CH:43][CH:44]=2)=[O:36])[C@H:23]([C:32](O)=[O:33])[CH2:24][C:25](=[O:31])[O:26][C:27]([CH3:30])([CH3:29])[CH3:28].CN(C(ON1N=NC2C=CC=NC1=2)=[N+](C)C)C.F[P-](F)(F)(F)(F)F.CCN(C(C)C)C(C)C. The catalyst is CN(C=O)C.CC(=O)OCC.O. The product is [CH:41]1[C:40]2[CH:39]([CH2:38][O:37][C:35]([NH:22][C@H:23]([C:32]([N:7]([C@@H:5]([CH3:6])[CH:4]([O:19][CH2:20][CH3:21])[O:3][CH2:1][CH3:2])[CH2:8][C:9]3[CH:10]=[CH:11][CH:12]=[C:13]4[C:18]=3[N:17]=[CH:16][CH:15]=[CH:14]4)=[O:33])[CH2:24][C:25]([O:26][C:27]([CH3:28])([CH3:30])[CH3:29])=[O:31])=[O:36])[C:51]3[C:46](=[CH:47][CH:48]=[CH:49][CH:50]=3)[C:45]=2[CH:44]=[CH:43][CH:42]=1. The yield is 0.670.